Dataset: Forward reaction prediction with 1.9M reactions from USPTO patents (1976-2016). Task: Predict the product of the given reaction. (1) Given the reactants [CH:1]([O:3][CH2:4][CH3:5])=[CH2:2].C1(C)C=CC(S([O-])(=O)=O)=CC=1.[NH+]1C=CC=CC=1.[C:23]([O:26][CH:27]1[CH:39]=[CH:38][CH:37]([CH3:40])[CH:36]([C:41]([CH3:63])=[CH:42][CH:43]=[CH:44][CH:45]([CH3:62])[CH2:46][CH:47]2[O:61][CH:48]2[CH:49]([CH3:60])[CH:50]([O:53][C:54](=[O:59])[CH2:55][O:56][CH2:57][CH3:58])[CH2:51][CH3:52])[O:35][C:33](=[O:34])[CH2:32][CH:31]([O:64][Si:65]([C:68]([CH3:71])([CH3:70])[CH3:69])([CH3:67])[CH3:66])[CH2:30][CH2:29][C:28]1([OH:73])[CH3:72])(=[O:25])[CH3:24], predict the reaction product. The product is: [C:23]([O:26][CH:27]1[C:28]([O:73][CH:1]([O:3][CH2:4][CH3:5])[CH3:2])([CH3:72])[CH2:29][CH2:30][CH:31]([O:64][Si:65]([C:68]([CH3:69])([CH3:70])[CH3:71])([CH3:66])[CH3:67])[CH2:32][C:33]([O:35][CH:36](/[C:41](/[CH3:63])=[CH:42]/[CH:43]=[CH:44]/[CH:45]([CH3:62])[CH2:46][CH:47]2[O:61][CH:48]2[CH:49]([CH3:60])[CH:50]([O:53][C:54](=[O:59])[CH2:55][O:56][CH2:57][CH3:58])[CH2:51][CH3:52])[CH:37]([CH3:40])[CH:38]=[CH:39]1)=[O:34])(=[O:25])[CH3:24]. (2) Given the reactants [CH:1]1([C:5]([O:7][CH2:8][CH3:9])=[O:6])[CH2:4][CH2:3][CH2:2]1.[Li+].[CH3:11]C([N-]C(C)C)C.IC, predict the reaction product. The product is: [CH3:11][C:1]1([C:5]([O:7][CH2:8][CH3:9])=[O:6])[CH2:4][CH2:3][CH2:2]1. (3) Given the reactants [CH3:1][N:2]([CH3:25])[C@@H:3]1[CH2:7][CH2:6][N:5]([C:8]2[CH:13]=[CH:12][C:11]([NH:14][C:15](=[O:23])[C:16]3[CH:21]=[CH:20][C:19]([OH:22])=[CH:18][CH:17]=3)=[CH:10][C:9]=2[F:24])[CH2:4]1.Cl[C:27]1[CH:32]=[CH:31][CH:30]=[CH:29][N:28]=1, predict the reaction product. The product is: [CH3:1][N:2]([CH3:25])[C@@H:3]1[CH2:7][CH2:6][N:5]([C:8]2[CH:13]=[CH:12][C:11]([NH:14][C:15](=[O:23])[C:16]3[CH:21]=[CH:20][C:19]([O:22][C:27]4[CH:32]=[CH:31][CH:30]=[CH:29][N:28]=4)=[CH:18][CH:17]=3)=[CH:10][C:9]=2[F:24])[CH2:4]1. (4) Given the reactants [NH3:1].C[O:3][C:4](=O)[C:5]1[CH:10]=[C:9]([Br:11])[CH:8]=[CH:7][C:6]=1[CH2:12]Br, predict the reaction product. The product is: [Br:11][C:9]1[CH:10]=[C:5]2[C:6]([CH2:12][NH:1][C:4]2=[O:3])=[CH:7][CH:8]=1. (5) Given the reactants [Br:1][C:2]1[CH:3]=[C:4]2[N:10]=[C:9]([C:11]3[CH:16]=[CH:15][C:14]([OH:17])=[CH:13][CH:12]=3)[NH:8][C:5]2=[N:6][CH:7]=1.[H-].[Na+].Cl[CH2:21][C:22]([NH2:24])=[O:23], predict the reaction product. The product is: [Br:1][C:2]1[CH:3]=[C:4]2[N:10]=[C:9]([C:11]3[CH:12]=[CH:13][C:14]([O:17][CH2:21][C:22]([NH2:24])=[O:23])=[CH:15][CH:16]=3)[NH:8][C:5]2=[N:6][CH:7]=1. (6) The product is: [Cl:16][C:17]1[CH:22]=[C:21]([O:8][C:5]2[CH:6]=[CH:7][C:2]([NH2:1])=[CH:3][C:4]=2[CH3:9])[CH:20]=[CH:19][N:18]=1. Given the reactants [NH2:1][C:2]1[CH:7]=[CH:6][C:5]([OH:8])=[C:4]([CH3:9])[CH:3]=1.CC(C)([O-])C.[K+].[Cl:16][C:17]1[CH:22]=[C:21](Cl)[CH:20]=[CH:19][N:18]=1, predict the reaction product. (7) Given the reactants [NH2:1][CH2:2][CH2:3][CH2:4][N:5]([CH3:10])[CH2:6][CH2:7][CH2:8][NH2:9].CO[C:13]1[C:21](=[O:22])[C:17]2[N:18]=[CH:19][S:20][C:16]=2[C:15](=[O:23])[CH:14]=1, predict the reaction product. The product is: [CH3:10][N:5]([CH2:6][CH2:7][CH2:8][NH:9][C:13]1[C:21](=[O:22])[C:17]2[N:18]=[CH:19][S:20][C:16]=2[C:15](=[O:23])[CH:14]=1)[CH2:4][CH2:3][CH2:2][NH:1][C:13]1[C:21](=[O:22])[C:17]2[N:18]=[CH:19][S:20][C:16]=2[C:15](=[O:23])[CH:14]=1. (8) Given the reactants [CH:1]1[C:13]2[CH:12]([CH2:14][O:15][C:16]([NH:18][C@H:19]([C:25]([OH:27])=[O:26])[CH2:20][CH2:21][CH2:22][CH2:23][NH2:24])=[O:17])[C:11]3[C:6](=[CH:7][CH:8]=[CH:9][CH:10]=3)[C:5]=2[CH:4]=[CH:3][CH:2]=1.[Cl:28][C:29]1[CH:34]=[CH:33][C:32]([S:35](Cl)(=[O:37])=[O:36])=[CH:31][CH:30]=1, predict the reaction product. The product is: [Cl:28][C:29]1[CH:34]=[CH:33][C:32]([S:35]([NH:24][CH2:23][CH2:22][CH2:21][CH2:20][C@@H:19]([C:25]([OH:27])=[O:26])[NH:18][C:16]([O:15][CH2:14][CH:12]2[C:11]3[CH:10]=[CH:9][CH:8]=[CH:7][C:6]=3[C:5]3[C:13]2=[CH:1][CH:2]=[CH:3][CH:4]=3)=[O:17])(=[O:37])=[O:36])=[CH:31][CH:30]=1.